Binary Classification. Given a drug SMILES string, predict its activity (active/inactive) in a high-throughput screening assay against a specified biological target. From a dataset of HIV replication inhibition screening data with 41,000+ compounds from the AIDS Antiviral Screen. (1) The compound is CC12C=CC(=O)C=C1C(F)CC1C3CCC(O)(C(=O)CO)C3(C)CC(O)C12F. The result is 0 (inactive). (2) The drug is CCCCCOC(=O)C(=O)Nc1nn[nH]c1C(N)=O. The result is 0 (inactive). (3) The molecule is CC(=O)OCC(OC(C)=O)C(OC(C)=O)C(OC(C)=O)C(C=NN(C(C)=O)S(=O)(=O)c1ccc(C=C2NC(=O)N(C)C2=O)cc1)OC(C)=O. The result is 0 (inactive). (4) The molecule is O=C(O)C(Cl)=C(Cl)C=NNC(=O)c1cc2ccccc2cc1O. The result is 0 (inactive). (5) The drug is Cc1ccc(Nc2nc(C)c(C(C=Cc3ccc(C=CC(=NNC(=O)C[n+]4ccccc4)c4sc(Nc5ccc(C)cc5[N+](=O)[O-])nc4C)cc3)=NNC(=O)C[n+]3ccccc3)s2)c([N+](=O)[O-])c1.[Cl-]. The result is 0 (inactive). (6) The molecule is COC1=CC23CCCN2CCc2cc4c(cc2C3C1O)OCO4. The result is 0 (inactive). (7) The compound is COC1OOC(OC)c2ccccc2-c2ccccc21. The result is 0 (inactive).